From a dataset of Catalyst prediction with 721,799 reactions and 888 catalyst types from USPTO. Predict which catalyst facilitates the given reaction. (1) Reactant: [OH:1][N:2]1[C:6](=[O:7])[C:5]2=[CH:8][CH:9]=[CH:10][CH:11]=[C:4]2[C:3]1=[O:12].C1CCN2C(=NCCC2)CC1.[CH:24]1([CH2:30]Br)[CH2:29][CH2:28][CH2:27][CH2:26][CH2:25]1. Product: [CH:24]1([CH2:30][O:1][N:2]2[C:3](=[O:12])[C:4]3[C:5](=[CH:8][CH:9]=[CH:10][CH:11]=3)[C:6]2=[O:7])[CH2:29][CH2:28][CH2:27][CH2:26][CH2:25]1. The catalyst class is: 3. (2) Reactant: B(F)(F)F.CSC.C[O:9][C:10]1[CH:11]=[C:12]([C:17]2[N:21]([CH2:22][C:23]#[N:24])[N:20]=[CH:19][C:18]=2[C:25]2[CH:30]=[CH:29][N:28]=[C:27]([C:31]3[CH:36]=[CH:35][CH:34]=[C:33]([C:37](=[O:39])[CH3:38])[CH:32]=3)[CH:26]=2)[CH:13]=[C:14]([CH3:16])[CH:15]=1. Product: [OH:9][C:10]1[CH:11]=[C:12]([C:17]2[N:21]([CH2:22][C:23]#[N:24])[N:20]=[CH:19][C:18]=2[C:25]2[CH:30]=[CH:29][N:28]=[C:27]([C:31]3[CH:36]=[CH:35][CH:34]=[C:33]([C:37](=[O:39])[CH3:38])[CH:32]=3)[CH:26]=2)[CH:13]=[C:14]([CH3:16])[CH:15]=1. The catalyst class is: 4. (3) Reactant: [CH3:1][C:2]1([CH3:20])[CH2:7][CH2:6][CH:5]([C:8]2[CH:13]=[CH:12][CH:11]=[CH:10][C:9]=2[N:14]2[CH2:19][CH2:18][NH:17][CH2:16][CH2:15]2)[CH2:4][CH2:3]1.[O:21]1[CH:25]=[CH:24][CH:23]=[C:22]1[CH:26]=O.C(O[BH-](OC(=O)C)OC(=O)C)(=O)C.[Na+].C(=O)([O-])O.[Na+]. Product: [CH3:1][C:2]1([CH3:20])[CH2:3][CH2:4][CH:5]([C:8]2[CH:13]=[CH:12][CH:11]=[CH:10][C:9]=2[N:14]2[CH2:19][CH2:18][N:17]([CH2:26][C:22]3[O:21][CH:25]=[CH:24][CH:23]=3)[CH2:16][CH2:15]2)[CH2:6][CH2:7]1. The catalyst class is: 362. (4) Reactant: [NH2:1][C:2]1[N:7]=[CH:6][C:5]([N+:8]([O-])=O)=[CH:4][N:3]=1.Br[C:12]1[CH:17]=[CH:16][C:15]([S:18]([CH:21]2[CH2:26][CH2:25][N:24]([C:27]([O:29][C:30]([CH3:33])([CH3:32])[CH3:31])=[O:28])[CH2:23][CH2:22]2)(=[O:20])=[O:19])=[CH:14][CH:13]=1.C([O-])([O-])=O.[Cs+].[Cs+].CC1(C)C2C(=C(P(C3C=CC=CC=3)C3C=CC=CC=3)C=CC=2)OC2C(P(C3C=CC=CC=3)C3C=CC=CC=3)=CC=CC1=2. Product: [NH2:8][C:5]1[CH:4]=[N:3][C:2]([NH:1][C:12]2[CH:17]=[CH:16][C:15]([S:18]([CH:21]3[CH2:22][CH2:23][N:24]([C:27]([O:29][C:30]([CH3:33])([CH3:32])[CH3:31])=[O:28])[CH2:25][CH2:26]3)(=[O:20])=[O:19])=[CH:14][CH:13]=2)=[N:7][CH:6]=1. The catalyst class is: 62. (5) Reactant: [OH:1][CH:2]1[CH:7]([OH:8])[CH2:6][CH2:5][CH:4]([C:9]2[CH:14]=[CH:13][C:12]([N:15]3[CH2:19][CH:18]([CH2:20][NH2:21])[O:17][C:16]3=[O:22])=[CH:11][C:10]=2[F:23])[CH2:3]1.C1(C(C2C=CC=CC=2)CCO[C:34](=[S:38])[CH:35]([F:37])[F:36])C=CC=CC=1.C(N(CC)CC)C. Product: [OH:1][CH:2]1[CH:7]([OH:8])[CH2:6][CH2:5][CH:4]([C:9]2[CH:14]=[CH:13][C:12]([N:15]3[CH2:19][CH:18]([CH2:20][NH:21][C:34](=[S:38])[CH:35]([F:37])[F:36])[O:17][C:16]3=[O:22])=[CH:11][C:10]=2[F:23])[CH2:3]1. The catalyst class is: 138. (6) Reactant: Br[C:2]1[C:3]([C:23]2[CH:28]=[CH:27][C:26]([Cl:29])=[CH:25][CH:24]=2)=[CH:4][C:5]2[N:6]([C:8]([CH2:11][C:12]3[C:13]([CH3:22])=[N:14][C:15]([C:18]([F:21])([F:20])[F:19])=[CH:16][CH:17]=3)=[N:9][N:10]=2)[CH:7]=1.[Cl:30][C:31]1[CH:36]=[C:35]([CH3:37])[CH:34]=[CH:33][C:32]=1B(O)O.C([O-])([O-])=O.[K+].[K+].ClC1C=CC(C2C(C3C=CC(Cl)=CC=3Cl)=CN3C(CC4C=NC(C(F)(F)F)=CC=4)=NN=C3C=2)=CC=1. The catalyst class is: 70. Product: [Cl:29][C:26]1[CH:27]=[CH:28][C:23]([C:3]2[C:2]([C:32]3[CH:33]=[CH:34][C:35]([CH3:37])=[CH:36][C:31]=3[Cl:30])=[CH:7][N:6]3[C:8]([CH2:11][C:12]4[C:13]([CH3:22])=[N:14][C:15]([C:18]([F:20])([F:19])[F:21])=[CH:16][CH:17]=4)=[N:9][N:10]=[C:5]3[CH:4]=2)=[CH:24][CH:25]=1. (7) Reactant: [CH3:1][O:2][CH2:3][C:4]1([CH2:17][OH:18])[C:16]2[CH:15]=[CH:14][CH:13]=[CH:12][C:11]=2[C:10]2[C:5]1=[CH:6][CH:7]=[CH:8][CH:9]=2.N1C=CN=C1.C(N(CC)CC)C.[Si:31](Cl)([C:34]([CH3:37])([CH3:36])[CH3:35])([CH3:33])[CH3:32]. Product: [CH3:1][O:2][CH2:3][C:4]1([CH2:17][O:18][Si:31]([C:34]([CH3:37])([CH3:36])[CH3:35])([CH3:33])[CH3:32])[C:16]2[CH:15]=[CH:14][CH:13]=[CH:12][C:11]=2[C:10]2[C:5]1=[CH:6][CH:7]=[CH:8][CH:9]=2. The catalyst class is: 35. (8) Reactant: [CH2:1]([O:3][C:4]1[CH:5]=[C:6]([CH:18]=[CH:19][C:20]=1[O:21][CH2:22][C:23]1[CH:24]=[N:25][C:26]([O:29][CH3:30])=[CH:27][CH:28]=1)[CH2:7][N:8]1[C:12]2=[N:13][CH:14]=[C:15](I)[CH:16]=[C:11]2[N:10]=[CH:9]1)[CH3:2].[CH3:31][N:32]1[CH2:37][CH2:36][NH:35][CH2:34][CH2:33]1.N1CCC[C@H]1C(O)=O.C(=O)([O-])[O-].[K+].[K+]. Product: [CH2:1]([O:3][C:4]1[CH:5]=[C:6]([CH:18]=[CH:19][C:20]=1[O:21][CH2:22][C:23]1[CH:24]=[N:25][C:26]([O:29][CH3:30])=[CH:27][CH:28]=1)[CH2:7][N:8]1[C:12]2=[N:13][CH:14]=[C:15]([N:35]3[CH2:36][CH2:37][N:32]([CH3:31])[CH2:33][CH2:34]3)[CH:16]=[C:11]2[N:10]=[CH:9]1)[CH3:2]. The catalyst class is: 156. (9) Reactant: [C:1]([OH:6])(=[O:5])[C:2]([OH:4])=[O:3].C[O:8][C:9](=O)[C:10]1[CH:15]=[CH:14][CH:13]=[N:12][C:11]=1[O:16][C:17]1[CH:22]=[CH:21][C:20]([CH2:23][C@H:24]([NH:27][CH2:28][C@@H:29]([C:31]2[CH:36]=[CH:35][CH:34]=[C:33]([Cl:37])[CH:32]=2)[OH:30])[CH2:25][OH:26])=[CH:19][CH:18]=1.[OH-].[NH4+:40]. Product: [C:1]([OH:6])(=[O:5])[C:2]([OH:4])=[O:3].[Cl:37][C:33]1[CH:32]=[C:31]([C@@H:29]([OH:30])[CH2:28][NH:27][C@H:24]([CH2:25][OH:26])[CH2:23][C:20]2[CH:21]=[CH:22][C:17]([O:16][C:11]3[N:12]=[CH:13][CH:14]=[CH:15][C:10]=3[C:9]([NH2:40])=[O:8])=[CH:18][CH:19]=2)[CH:36]=[CH:35][CH:34]=1. The catalyst class is: 12.